From a dataset of Full USPTO retrosynthesis dataset with 1.9M reactions from patents (1976-2016). Predict the reactants needed to synthesize the given product. The reactants are: [N:1]([CH:4](CC)[CH2:5][O:6][N:7]1[C:15](=[O:16])[C:14]2[C:9](=[CH:10][CH:11]=[CH:12][CH:13]=2)[C:8]1=[O:17])=[N+:2]=[N-:3].[C:20]([NH:27][CH2:28][C:29]#[CH:30])([O:22][C:23]([CH3:26])([CH3:25])[CH3:24])=[O:21].O=[C:32]1O[C@H]([C@H](CO)O)C([O-])=[C:33]1O.[Na+].C(Cl)Cl. Given the product [O:16]=[C:15]1[C:14]2[C:9](=[CH:10][CH:11]=[CH:12][CH:13]=2)[C:8](=[O:17])[N:7]1[O:6][CH:5]([CH2:32][CH3:33])[CH2:4][N:1]1[CH:30]=[C:29]([CH2:28][NH:27][C:20](=[O:21])[O:22][C:23]([CH3:24])([CH3:25])[CH3:26])[N:3]=[N:2]1, predict the reactants needed to synthesize it.